This data is from Reaction yield outcomes from USPTO patents with 853,638 reactions. The task is: Predict the reaction yield, written as a fraction of the theoretical maximum amount of product (1.0 means a 100% yield; for example, 0.34 means a 34% yield). (1) The reactants are C([NH:5][S:6]([C:9]1[CH:14]=[CH:13][CH:12]=[C:11]([C:15]2[CH:20]=[C:19]([C:21]3[N:26]=[C:25]([C:27]4[CH:32]=[CH:31][C:30]([Cl:33])=[C:29]([Cl:34])[CH:28]=4)[CH:24]=[C:23]([C:35]([F:38])([F:37])[F:36])[N:22]=3)[CH:18]=[CH:17][N:16]=2)[CH:10]=1)(=[O:8])=[O:7])(C)(C)C.C(O)(C(F)(F)F)=O. The catalyst is ClCCl. The product is [Cl:34][C:29]1[CH:28]=[C:27]([C:25]2[CH:24]=[C:23]([C:35]([F:36])([F:38])[F:37])[N:22]=[C:21]([C:19]3[CH:18]=[CH:17][N:16]=[C:15]([C:11]4[CH:10]=[C:9]([S:6]([NH2:5])(=[O:7])=[O:8])[CH:14]=[CH:13][CH:12]=4)[CH:20]=3)[N:26]=2)[CH:32]=[CH:31][C:30]=1[Cl:33]. The yield is 0.540. (2) The reactants are [CH3:1]/C(/CCCCC(C1C=CC2C(=CC=CC=2)C=1)=O)=C/C(O)=O.C1(N[C:30](=[O:51])[CH2:31][CH2:32][CH2:33][CH2:34][CH2:35][CH2:36][C:37]([C:39]2[CH:44]=[CH:43][C:42]([C:45]3[CH:50]=[CH:49][CH:48]=[CH:47][CH:46]=3)=CC=2)=[O:38])C=CC=CC=1.[C:52]1([NH2:59])[CH:57]=[CH:56][CH:55]=[CH:54][C:53]=1[NH2:58].NC1C=CC=CC=1. No catalyst specified. The product is [NH2:58][C:53]1[CH:54]=[CH:55][CH:56]=[CH:57][C:52]=1[NH:59][C:30](=[O:51])/[CH:31]=[C:32](/[CH3:1])\[CH2:33][CH2:34][CH2:35][CH2:36][C:37]([C:39]1[C:46]2[C:45](=[CH:50][CH:49]=[CH:48][CH:47]=2)[CH:42]=[CH:43][CH:44]=1)=[O:38]. The yield is 0.990. (3) The reactants are [CH2:1]([C:10]1[CH:30]=[CH:29][C:13]([CH2:14][N:15]2[CH2:19][CH2:18][C:17]([P:21](=[O:28])([O:25]CC)[O:22]CC)([OH:20])[CH2:16]2)=[CH:12][CH:11]=1)[CH2:2][CH2:3][CH2:4][CH2:5][CH2:6][CH2:7][CH2:8][CH3:9].I[Si](C)(C)C. The catalyst is C(Cl)(Cl)Cl. The product is [CH2:1]([C:10]1[CH:30]=[CH:29][C:13]([CH2:14][N:15]2[CH2:19][CH2:18][C:17]([P:21](=[O:22])([OH:25])[OH:28])([OH:20])[CH2:16]2)=[CH:12][CH:11]=1)[CH2:2][CH2:3][CH2:4][CH2:5][CH2:6][CH2:7][CH2:8][CH3:9]. The yield is 0.160. (4) The reactants are [H-].[Na+].O1CCC[CH2:4]1.[CH3:8][CH2:9][C:10](=[O:16])[CH2:11][C:12](=[O:15])[CH2:13][CH3:14].IC. The catalyst is O. The product is [CH3:4][CH:11]([C:10](=[O:16])[CH2:9][CH3:8])[C:12](=[O:15])[CH2:13][CH3:14]. The yield is 0.940. (5) The product is [OH:32][C:30]([C:17]1[S:13][C:14]([C:18]2[CH:25]=[CH:24][C:21]([C:22]#[N:23])=[C:20]([C:26]([F:27])([F:28])[F:29])[CH:19]=2)=[N:15][CH:16]=1)([C:33]1[CH:38]=[CH:37][N:36]=[CH:35][CH:34]=1)[CH3:31]. The yield is 0.210. The catalyst is C1COCC1. The reactants are C(NC(C)C)(C)C.[Li]CCCC.[S:13]1[CH:17]=[CH:16][N:15]=[C:14]1[C:18]1[CH:25]=[CH:24][C:21]([C:22]#[N:23])=[C:20]([C:26]([F:29])([F:28])[F:27])[CH:19]=1.[C:30]([C:33]1[CH:38]=[CH:37][N:36]=[CH:35][CH:34]=1)(=[O:32])[CH3:31]. (6) The catalyst is CC(C)([P](C(C)(C)C)([Pd][P](C(C)(C)C)(C(C)(C)C)C(C)(C)C)C(C)(C)C)C. The product is [CH:27]1[C:36]2[C:31](=[CH:32][CH:33]=[CH:34][CH:35]=2)[CH:30]=[CH:29][C:28]=1[CH2:37][C:2]1[C:3]([C:24]#[N:25])=[C:4]([C:18]2[CH:23]=[CH:22][N:21]=[N:20][CH:19]=2)[S:5][C:6]=1[C:7]1[N:11]=[CH:10][N:9]([CH:12]2[CH2:17][CH2:16][CH2:15][CH2:14][O:13]2)[N:8]=1. The yield is 0.720. The reactants are Br[C:2]1[C:3]([C:24]#[N:25])=[C:4]([C:18]2[CH:23]=[CH:22][N:21]=[N:20][CH:19]=2)[S:5][C:6]=1[C:7]1[N:11]=[CH:10][N:9]([CH:12]2[CH2:17][CH2:16][CH2:15][CH2:14][O:13]2)[N:8]=1.[Br-].[CH:27]1[C:36]2[C:31](=[CH:32][CH:33]=[CH:34][CH:35]=2)[CH:30]=[CH:29][C:28]=1[CH2:37][Zn+].O1CCCC1. (7) The reactants are [C:1]([CH:3]([CH2:9][C:10]1[CH:15]=[CH:14][C:13]([O:16][CH2:17][CH2:18][C:19]2[CH:24]=[CH:23][C:22]([NH:25][C:26](=[O:30])[CH:27]([CH3:29])[CH3:28])=[CH:21][CH:20]=2)=[CH:12][CH:11]=1)[C:4](OCC)=[O:5])#[N:2].[BH4-].[Na+]. The catalyst is CO. The product is [C:1]([CH:3]([CH2:4][OH:5])[CH2:9][C:10]1[CH:15]=[CH:14][C:13]([O:16][CH2:17][CH2:18][C:19]2[CH:24]=[CH:23][C:22]([NH:25][C:26](=[O:30])[CH:27]([CH3:29])[CH3:28])=[CH:21][CH:20]=2)=[CH:12][CH:11]=1)#[N:2]. The yield is 0.740.